From a dataset of Peptide-MHC class II binding affinity with 134,281 pairs from IEDB. Regression. Given a peptide amino acid sequence and an MHC pseudo amino acid sequence, predict their binding affinity value. This is MHC class II binding data. (1) The peptide sequence is ILSHVKFNFGDFYSE. The MHC is DRB1_0701 with pseudo-sequence DRB1_0701. The binding affinity (normalized) is 0.271. (2) The peptide sequence is EIKSTKPEASSGEPVVVHIT. The MHC is DRB1_0401 with pseudo-sequence DRB1_0401. The binding affinity (normalized) is 0.426. (3) The peptide sequence is YDKFLANVSTVFTGK. The MHC is DRB1_0405 with pseudo-sequence DRB1_0405. The binding affinity (normalized) is 0.684. (4) The binding affinity (normalized) is 0.318. The peptide sequence is EATTDGLGWYKIEID. The MHC is DRB1_0405 with pseudo-sequence DRB1_0405. (5) The peptide sequence is HMAKEDLVANQPNLK. The MHC is HLA-DPA10201-DPB11401 with pseudo-sequence HLA-DPA10201-DPB11401. The binding affinity (normalized) is 0.101. (6) The peptide sequence is WPQQQPFPQPQQPFCQQPQR. The MHC is HLA-DQA10101-DQB10501 with pseudo-sequence HLA-DQA10101-DQB10501. The binding affinity (normalized) is 0.238.